Dataset: Full USPTO retrosynthesis dataset with 1.9M reactions from patents (1976-2016). Task: Predict the reactants needed to synthesize the given product. (1) Given the product [N+:8]([C:6]1[CH:5]=[CH:4][C:3]2[O:11][CH2:19][CH2:20][NH:1][C:2]=2[CH:7]=1)([O-:10])=[O:9], predict the reactants needed to synthesize it. The reactants are: [NH2:1][C:2]1[CH:7]=[C:6]([N+:8]([O-:10])=[O:9])[CH:5]=[CH:4][C:3]=1[OH:11].C([O-])([O-])=O.[K+].[K+].Br[CH2:19][CH2:20]Br. (2) Given the product [Cl:8][C:7]1[C:2]([C:55]2[CH:54]=[CH:53][CH:52]=[C:51]([CH2:50][CH:47]3[CH2:48][CH2:49][N:44]([CH3:43])[CH2:45][CH2:46]3)[CH:56]=2)=[CH:3][C:4]([CH2:9][NH:10][C:11]([C:13]2[CH:18]=[CH:17][CH:16]=[C:15]([C:19]([NH:21][CH2:22][C:23]3[C:24]([NH:36][CH:37]4[CH2:42][CH2:41][O:40][CH2:39][CH2:38]4)=[C:25]4[CH:33]=[N:32][N:31]([CH2:34][CH3:35])[C:26]4=[N:27][C:28]=3[CH2:29][CH3:30])=[O:20])[N:14]=2)=[O:12])=[CH:5][CH:6]=1, predict the reactants needed to synthesize it. The reactants are: Br[C:2]1[CH:3]=[C:4]([CH2:9][NH:10][C:11]([C:13]2[CH:18]=[CH:17][CH:16]=[C:15]([C:19]([NH:21][CH2:22][C:23]3[C:24]([NH:36][CH:37]4[CH2:42][CH2:41][O:40][CH2:39][CH2:38]4)=[C:25]4[CH:33]=[N:32][N:31]([CH2:34][CH3:35])[C:26]4=[N:27][C:28]=3[CH2:29][CH3:30])=[O:20])[N:14]=2)=[O:12])[CH:5]=[CH:6][C:7]=1[Cl:8].[CH3:43][N:44]1[CH2:49][CH2:48][CH:47]([CH2:50][C:51]2[CH:56]=[CH:55][CH:54]=[C:53](B3OC(C)(C)C(C)(C)O3)[CH:52]=2)[CH2:46][CH2:45]1.C([O-])([O-])=O.[Na+].[Na+]. (3) Given the product [NH2:22][CH:5]([C:4]1[CH:7]=[C:8]([F:10])[CH:9]=[C:2]([Br:1])[CH:3]=1)[CH2:12][C:11]([OH:17])=[O:16], predict the reactants needed to synthesize it. The reactants are: [Br:1][C:2]1[CH:3]=[C:4]([CH:7]=[C:8]([F:10])[CH:9]=1)[CH:5]=O.[C:11]([OH:17])(=[O:16])[CH2:12]C(O)=O.C([O-])(=O)C.[NH4+:22]. (4) Given the product [CH2:1]([N:3]1[C:7]2=[N:8][C:9]([CH2:60][CH3:61])=[C:10]([CH2:19][NH:20][C:21](=[O:22])[C:23]3[CH:28]=[CH:27][CH:26]=[C:25]([CH2:29][N:30]([CH2:32][C:33]4[CH:38]=[C:37]([C:39]5[CH:44]=[CH:43][CH:42]=[C:41]([CH2:45][N:46]6[CH2:51][CH2:50][NH:49][CH2:48][CH2:47]6)[CH:40]=5)[C:36]([F:59])=[CH:35][CH:34]=4)[CH3:31])[CH:24]=3)[C:11]([NH:12][CH:13]3[CH2:18][CH2:17][O:16][CH2:15][CH2:14]3)=[C:6]2[CH:5]=[N:4]1)[CH3:2], predict the reactants needed to synthesize it. The reactants are: [CH2:1]([N:3]1[C:7]2=[N:8][C:9]([CH2:60][CH3:61])=[C:10]([CH2:19][NH:20][C:21]([C:23]3[CH:24]=[C:25]([CH2:29][N:30]([CH2:32][C:33]4[CH:34]=[CH:35][C:36]([F:59])=[C:37]([C:39]5[CH:44]=[CH:43][CH:42]=[C:41]([CH2:45][N:46]6[CH2:51][CH2:50][N:49](C(OC(C)(C)C)=O)[CH2:48][CH2:47]6)[CH:40]=5)[CH:38]=4)[CH3:31])[CH:26]=[CH:27][CH:28]=3)=[O:22])[C:11]([NH:12][CH:13]3[CH2:18][CH2:17][O:16][CH2:15][CH2:14]3)=[C:6]2[CH:5]=[N:4]1)[CH3:2].C(O)(C(F)(F)F)=O. (5) Given the product [Cl:1][C:2]1[C:3]([NH2:9])=[N:4][C:5]([Cl:8])=[CH:6][CH:7]=1, predict the reactants needed to synthesize it. The reactants are: [Cl:1][C:2]1[C:3]([NH:9]C(=O)C(C)(C)C)=[N:4][C:5]([Cl:8])=[CH:6][CH:7]=1.O.N1C=CC=CC=1.[OH-].[Na+]. (6) Given the product [OH:3][CH2:4][C:6]1[N:7]=[C:8]2[CH:13]=[C:12]([NH:14][C:15]([C:17]3[N:29]([CH2:30][C:31]4[CH:36]=[CH:35][CH:34]=[C:33]([F:37])[CH:32]=4)[C:20]4=[N:21][CH:22]=[C:23]([C:25]([F:26])([F:28])[F:27])[CH:24]=[C:19]4[CH:18]=3)=[O:16])[CH:11]=[CH:10][N:9]2[CH:38]=1, predict the reactants needed to synthesize it. The reactants are: C([O:3][C:4]([C:6]1[N:7]=[C:8]2[CH:13]=[C:12]([NH:14][C:15]([C:17]3[N:29]([CH2:30][C:31]4[CH:36]=[CH:35][CH:34]=[C:33]([F:37])[CH:32]=4)[C:20]4=[N:21][CH:22]=[C:23]([C:25]([F:28])([F:27])[F:26])[CH:24]=[C:19]4[CH:18]=3)=[O:16])[CH:11]=[CH:10][N:9]2[CH:38]=1)=O)C.[H-].[H-].[H-].[H-].[Li+].[Al+3]. (7) The reactants are: [C:1]([O:5][C:6]([N:8]1[C:13]2[CH:14]=[C:15]([Cl:18])[CH:16]=[CH:17][C:12]=2[O:11][CH:10]([CH2:19][C:20]([O:22]C)=[O:21])[CH2:9]1)=[O:7])([CH3:4])([CH3:3])[CH3:2].[OH-].[Li+]. Given the product [C:1]([O:5][C:6]([N:8]1[C:13]2[CH:14]=[C:15]([Cl:18])[CH:16]=[CH:17][C:12]=2[O:11][CH:10]([CH2:19][C:20]([OH:22])=[O:21])[CH2:9]1)=[O:7])([CH3:4])([CH3:2])[CH3:3], predict the reactants needed to synthesize it. (8) Given the product [F:1][C:2]1[CH:3]=[CH:4][C:5]([CH:6]2[CH:26]([C:25]3[N:21]([CH3:20])[N:22]=[CH:23][N:24]=3)[C:29](=[O:28])[C:30]3[C:13]([C:12]([O:11][CH2:10][CH3:9])=[O:17])=[CH:14][CH:15]=[CH:16][C:8]=3[NH:7]2)=[CH:18][CH:19]=1, predict the reactants needed to synthesize it. The reactants are: [F:1][C:2]1[CH:19]=[CH:18][C:5]([CH:6]=[N:7][C:8]2[CH:16]=[CH:15][CH:14]=[C:13]3[C:9]=2[CH2:10][O:11][C:12]3=[O:17])=[CH:4][CH:3]=1.[CH3:20][N:21]1[C:25]([CH:26]=O)=[N:24][CH:23]=[N:22]1.[O-:28][CH2:29][CH3:30].[Na+]. (9) Given the product [CH:13]1([C:16]#[C:17][C:7]2[CH:8]=[CH:9][CH:10]=[CH:11][C:6]=2[S:5][C:2]([F:4])([F:3])[F:1])[CH2:15][CH2:14]1, predict the reactants needed to synthesize it. The reactants are: [F:1][C:2]([S:5][C:6]1[CH:11]=[CH:10][CH:9]=[CH:8][C:7]=1I)([F:4])[F:3].[CH:13]1([C:16]#[CH:17])[CH2:15][CH2:14]1. (10) Given the product [Cl:1][C:2]1[C:11]2[C:6](=[CH:7][CH:8]=[C:9]([C:12]([C:14]3[N:18]([CH3:19])[N:17]=[N:16][CH:15]=3)([OH:13])[CH3:34])[CH:10]=2)[N:5]=[C:4]([O:20][CH3:21])[C:3]=1[CH2:22][C:23]1[CH:24]=[CH:25][C:26]([C:29]([F:30])([F:31])[F:32])=[CH:27][CH:28]=1, predict the reactants needed to synthesize it. The reactants are: [Cl:1][C:2]1[C:11]2[C:6](=[CH:7][CH:8]=[C:9]([C:12]([C:14]3[N:18]([CH3:19])[N:17]=[N:16][CH:15]=3)=[O:13])[CH:10]=2)[N:5]=[C:4]([O:20][CH3:21])[C:3]=1[CH2:22][C:23]1[CH:28]=[CH:27][C:26]([C:29]([F:32])([F:31])[F:30])=[CH:25][CH:24]=1.[Li][CH3:34].